Dataset: Catalyst prediction with 721,799 reactions and 888 catalyst types from USPTO. Task: Predict which catalyst facilitates the given reaction. (1) Reactant: CO[C:3]([C:5]1([C:8]([C:10]([O:12][CH3:13])=[O:11])=[CH2:9])[CH2:7][CH2:6]1)=[O:4].[CH3:14][O:15][C:16]1[CH:23]=[C:22]([O:24][CH3:25])[CH:21]=[CH:20][C:17]=1[CH2:18][NH2:19]. Product: [CH3:13][O:12][C:10]([CH:8]1[C:5]2([CH2:6][CH2:7]2)[C:3](=[O:4])[N:19]([CH2:18][C:17]2[CH:20]=[CH:21][C:22]([O:24][CH3:25])=[CH:23][C:16]=2[O:15][CH3:14])[CH2:9]1)=[O:11]. The catalyst class is: 11. (2) Reactant: [CH3:1][C@@:2]1([OH:18])[C@H:6]([OH:7])[C@@H:5]([CH2:8][OH:9])[O:4][C@H:3]1[N:10]1[CH:17]=[CH:16][C:14](=[O:15])[NH:13][C:11]1=[O:12].[C:19]([OH:22])(=O)[CH3:20]. Product: [C:3]([O:18][C@:2]1([CH3:1])[C@H:6]([O:7][C:6](=[O:7])[CH3:5])[C@@H:5]([CH2:8][O:9][C:19](=[O:22])[CH3:20])[O:4][C@H:3]1[N:10]1[CH:17]=[CH:16][C:14](=[O:15])[NH:13][C:11]1=[O:12])(=[O:4])[CH3:2]. The catalyst class is: 383. (3) Reactant: [C:1]1([OH:11])[C:10]2[C:5](=[CH:6][CH:7]=[CH:8][CH:9]=2)[CH:4]=[CH:3][CH:2]=1.[P:12](Cl)([Cl:15])([Cl:14])=[O:13].CCN(CC)CC. Product: [P:12]([Cl:15])([Cl:14])([O:11][C:1]1[C:10]2[C:5](=[CH:6][CH:7]=[CH:8][CH:9]=2)[CH:4]=[CH:3][CH:2]=1)=[O:13]. The catalyst class is: 28. (4) Reactant: [C:1]([C:4]1[CH:9]=[CH:8][C:7]([N:10]=[C:11]=[O:12])=[CH:6][CH:5]=1)(=[O:3])[CH3:2].[CH3:13][C:14]([OH:18])([CH3:17])[CH2:15][OH:16]. Product: [C:1]([C:4]1[CH:9]=[CH:8][C:7]([NH:10][C:11](=[O:12])[O:16][CH2:15][C:14]([OH:18])([CH3:17])[CH3:13])=[CH:6][CH:5]=1)(=[O:3])[CH3:2]. The catalyst class is: 119. (5) Reactant: [F:1][C:2]([F:20])([F:19])[C:3]([C:9]1[CH:10]=[C:11]2[C:15](=[CH:16][CH:17]=1)[NH:14][CH:13]([CH3:18])[CH2:12]2)([OH:8])[C:4]([F:7])([F:6])[F:5].Br[CH2:22][CH2:23][C:24]1[N:25]=[C:26]([C:35]2[CH:40]=[CH:39][CH:38]=[CH:37][CH:36]=2)[O:27][C:28]=1[C:29]1[CH:34]=[CH:33][CH:32]=[CH:31][CH:30]=1. Product: [C:35]1([C:26]2[O:27][C:28]([C:29]3[CH:30]=[CH:31][CH:32]=[CH:33][CH:34]=3)=[C:24]([CH2:23][CH2:22][N:14]3[C:15]4[C:11](=[CH:10][C:9]([C:3]([OH:8])([C:2]([F:1])([F:19])[F:20])[C:4]([F:7])([F:6])[F:5])=[CH:17][CH:16]=4)[CH2:12][CH:13]3[CH3:18])[N:25]=2)[CH:40]=[CH:39][CH:38]=[CH:37][CH:36]=1. The catalyst class is: 3. (6) Reactant: [CH3:1][C:2]1[N:6]([C@H:7]2[CH2:13][C@H:12]3[N:14]([CH2:15][CH2:16][C@H:17]([NH:24][C:25]([CH:27]4[CH2:32][CH2:31][C:30]([F:34])([F:33])[CH2:29][CH2:28]4)=[O:26])[C:18]4[CH:19]=[CH:20][CH:21]=[CH:22][CH:23]=4)[C@H:9]([CH2:10][CH2:11]3)[CH2:8]2)[C:5]([CH:35]([CH3:37])[CH3:36])=[N:4][N:3]=1.[P:38](=[O:42])([OH:41])([OH:40])[OH:39]. Product: [CH3:1][C:2]1[N:6]([C@H:7]2[CH2:13][C@H:12]3[N:14]([CH2:15][CH2:16][C@H:17]([NH:24][C:25]([CH:27]4[CH2:28][CH2:29][C:30]([F:34])([F:33])[CH2:31][CH2:32]4)=[O:26])[C:18]4[CH:23]=[CH:22][CH:21]=[CH:20][CH:19]=4)[C@H:9]([CH2:10][CH2:11]3)[CH2:8]2)[C:5]([CH:35]([CH3:37])[CH3:36])=[N:4][N:3]=1.[P:38]([O-:42])([O-:41])([O-:40])=[O:39]. The catalyst class is: 2. (7) Reactant: NC1C2NC(=S)N(CCNCC(C)(C)C)C=2C=CN=1.C(C1C(I)=CC2OCOC=2C=1)C.CC1C=CC2C=CC3C=CC(C)=NC=3C=2N=1.C(O[Na])(C)(C)C.[CH2:54]([NH:59][CH2:60][CH2:61][N:62]1[C:70]2[CH:69]=[CH:68][N:67]=[C:66]([NH2:71])[C:65]=2[N:64]=[C:63]1[S:72][C:73]1[C:81]([CH:82]=[CH2:83])=[CH:80][C:76]2[O:77][CH2:78][O:79][C:75]=2[CH:74]=1)[C:55]([CH3:58])([CH3:57])[CH3:56]. Product: [CH2:82]([C:81]1[C:73]([S:72][C:63]2[N:62]([CH2:61][CH2:60][NH:59][CH2:54][C:55]([CH3:56])([CH3:58])[CH3:57])[C:70]3[CH:69]=[CH:68][N:67]=[C:66]([NH2:71])[C:65]=3[N:64]=2)=[CH:74][C:75]2[O:79][CH2:78][O:77][C:76]=2[CH:80]=1)[CH3:83]. The catalyst class is: 122. (8) Reactant: [CH:1]1[C:6]([CH2:7][C:8]([OH:10])=O)=[CH:5][N:4]=[C:3](Cl)[CH:2]=1.Cl.ClCCl.C([O-])(O)=[O:17].[Na+].[CH3:21][OH:22]. Product: [CH3:21][O:22][C:8](=[O:10])[CH2:7][C:6]1[CH:1]=[CH:2][C:3](=[O:17])[NH:4][CH:5]=1. The catalyst class is: 500. (9) Reactant: [I:1][C:2]1[CH:7]=[CH:6][C:5]([OH:8])=[CH:4][CH:3]=1.C(=O)([O-])[O-].[K+].[K+].Br[CH2:16][CH:17]1[CH2:19][CH2:18]1. Product: [I:1][C:2]1[CH:7]=[CH:6][C:5]([O:8][CH2:16][CH:17]2[CH2:19][CH2:18]2)=[CH:4][CH:3]=1. The catalyst class is: 9.